From a dataset of hERG Central: cardiac toxicity at 1µM, 10µM, and general inhibition. Predict hERG channel inhibition at various concentrations. (1) Results: hERG_inhib (hERG inhibition (general)): blocker. The compound is COc1ccc(C2(c3ccc(OC(C)=O)cc3OC(C)=O)CC(c3ccccc3)NC(=S)N2)cc1. (2) The molecule is CN(C)c1ccc(CN2CC=C(c3ccc(F)cc3)CC2)cc1. Results: hERG_inhib (hERG inhibition (general)): blocker.